The task is: Regression. Given a peptide amino acid sequence and an MHC pseudo amino acid sequence, predict their binding affinity value. This is MHC class I binding data.. This data is from Peptide-MHC class I binding affinity with 185,985 pairs from IEDB/IMGT. (1) The peptide sequence is WQLGTRWRY. The MHC is HLA-A26:01 with pseudo-sequence HLA-A26:01. The binding affinity (normalized) is 0.0847. (2) The peptide sequence is VNGVKGIQF. The MHC is HLA-B27:05 with pseudo-sequence HLA-B27:05. The binding affinity (normalized) is 0.0847. (3) The peptide sequence is SEGDDDGSR. The binding affinity (normalized) is 0.0847. The MHC is HLA-A69:01 with pseudo-sequence HLA-A69:01. (4) The peptide sequence is RVISDGYFK. The MHC is HLA-A03:01 with pseudo-sequence HLA-A03:01. The binding affinity (normalized) is 0.584. (5) The peptide sequence is YVVIVENDNV. The MHC is HLA-A68:02 with pseudo-sequence HLA-A68:02. The binding affinity (normalized) is 0.576. (6) The peptide sequence is LNGAMVEYV. The MHC is HLA-A02:01 with pseudo-sequence HLA-A02:01. The binding affinity (normalized) is 0.0499. (7) The peptide sequence is ALLFFIVAL. The MHC is HLA-A02:01 with pseudo-sequence HLA-A02:01. The binding affinity (normalized) is 0.505.